From a dataset of Cav3 T-type calcium channel HTS with 100,875 compounds. Binary Classification. Given a drug SMILES string, predict its activity (active/inactive) in a high-throughput screening assay against a specified biological target. (1) The compound is Oc1c(ncc(c1)Cc1ccccc1)CN1CCCCC1. The result is 0 (inactive). (2) The molecule is o1c2c(c3n(ncc3c1=O)CC(=O)NCCCN(CC)CC)cc(cc2)C. The result is 0 (inactive). (3) The compound is O1CCN(CCCNC(=O)c2c3c(oc2C)c2c(c(OC(=O)C)c3)cccc2)CC1. The result is 0 (inactive). (4) The compound is O(c1ncnc2c3c([nH]c12)ccc(OCC)c3)CCCC. The result is 0 (inactive). (5) The drug is Clc1ccc(C(=O)Nc2scc(n2)c2sccc2)cc1. The result is 1 (active). (6) The drug is O1c2c(C(CC1=O)c1ccccc1)ccc(c2)C. The result is 0 (inactive). (7) The compound is O1CCN(CC1)C(=O)c1c(onc1C)C. The result is 0 (inactive).